From a dataset of CYP2C19 inhibition data for predicting drug metabolism from PubChem BioAssay. Regression/Classification. Given a drug SMILES string, predict its absorption, distribution, metabolism, or excretion properties. Task type varies by dataset: regression for continuous measurements (e.g., permeability, clearance, half-life) or binary classification for categorical outcomes (e.g., BBB penetration, CYP inhibition). Dataset: cyp2c19_veith. (1) The molecule is [N-]=[N+]=N[C@@H]1[C@H](O)[C@H](CO)O[C@@H]1n1cnc2c(N)ncnc21. The result is 0 (non-inhibitor). (2) The drug is CC(C)OC(=O)c1cc2ccccc2oc1=O. The result is 1 (inhibitor).